From a dataset of Full USPTO retrosynthesis dataset with 1.9M reactions from patents (1976-2016). Predict the reactants needed to synthesize the given product. (1) Given the product [CH:21]1([C:2]2[C:10]3[C:5](=[CH:6][C:7]([CH:17]=[O:18])=[CH:8][C:9]=3[O:11][CH2:12][C:13]([F:16])([F:15])[F:14])[N:4]([CH2:19][CH3:20])[CH:3]=2)[CH2:23][CH2:22]1, predict the reactants needed to synthesize it. The reactants are: Br[C:2]1[C:10]2[C:5](=[CH:6][C:7]([CH:17]=[O:18])=[CH:8][C:9]=2[O:11][CH2:12][C:13]([F:16])([F:15])[F:14])[N:4]([CH2:19][CH3:20])[CH:3]=1.[CH:21]1(B(O)O)[CH2:23][CH2:22]1. (2) Given the product [CH3:1][O:2][C:3]1[CH:8]=[CH:7][C:6]([C:9]2[CH:10]=[CH:11][C:12]([S:15]([NH:18][CH:19]([CH2:23][CH:22]([OH:33])[CH2:24][S:25][C:26]3[N:30]=[CH:29][NH:28][N:27]=3)[C:20]([OH:21])=[O:31])(=[O:16])=[O:17])=[CH:13][CH:14]=2)=[CH:5][CH:4]=1, predict the reactants needed to synthesize it. The reactants are: [CH3:1][O:2][C:3]1[CH:8]=[CH:7][C:6]([C:9]2[CH:14]=[CH:13][C:12]([S:15]([NH:18][CH:19]3[CH2:23][CH:22]([CH2:24][S:25][C:26]4[N:30]=[CH:29][NH:28][N:27]=4)[O:21][C:20]3=[O:31])(=[O:17])=[O:16])=[CH:11][CH:10]=2)=[CH:5][CH:4]=1.C[O:33]C1C=CC(C2C=CC(S(NC(CC3OC3)C(OC)=O)(=O)=O)=CC=2)=CC=1.CCN(CC)CC. (3) Given the product [C:20]([O:24][C:25]([N:27]1[CH2:32][CH2:31][N:30]([CH2:15][C:8]2[C:9]([C:11]([F:14])([F:13])[F:12])=[CH:10][C:5]([C:4]([O:3][CH2:1][CH3:2])=[O:19])=[C:6]([NH2:18])[C:7]=2[Br:17])[CH2:29][CH2:28]1)=[O:26])([CH3:23])([CH3:21])[CH3:22], predict the reactants needed to synthesize it. The reactants are: [CH2:1]([O:3][C:4](=[O:19])[C:5]1[CH:10]=[C:9]([C:11]([F:14])([F:13])[F:12])[C:8]([CH:15]=O)=[C:7]([Br:17])[C:6]=1[NH2:18])[CH3:2].[C:20]([O:24][C:25]([N:27]1[CH2:32][CH2:31][NH:30][CH2:29][CH2:28]1)=[O:26])([CH3:23])([CH3:22])[CH3:21]. (4) Given the product [NH2:16][C:4]1[N:3]=[C:2]([NH:17][CH2:18][CH2:19][C:20]2[CH:21]=[CH:22][C:23]([S:26]([N:29]([CH3:30])[CH3:31])(=[O:28])=[O:27])=[CH:24][CH:25]=2)[CH:7]=[C:6]([C:8]2[CH:13]=[CH:12][CH:11]=[C:10]([CH3:14])[C:9]=2[CH3:15])[N:5]=1, predict the reactants needed to synthesize it. The reactants are: Cl[C:2]1[CH:7]=[C:6]([C:8]2[CH:13]=[CH:12][CH:11]=[C:10]([CH3:14])[C:9]=2[CH3:15])[N:5]=[C:4]([NH2:16])[N:3]=1.[NH2:17][CH2:18][CH2:19][C:20]1[CH:25]=[CH:24][C:23]([S:26]([N:29]([CH3:31])[CH3:30])(=[O:28])=[O:27])=[CH:22][CH:21]=1.C(N(CC)C(C)C)(C)C.CO.